From a dataset of Full USPTO retrosynthesis dataset with 1.9M reactions from patents (1976-2016). Predict the reactants needed to synthesize the given product. (1) Given the product [OH:72][CH2:71][C:70]1[CH:69]=[C:75]([C:13]2[C:14]([N:1]3[CH2:5][CH2:4][CH2:3][CH2:2]3)=[N:15][CH:16]=[C:17]([CH:32]=2)[C:18]([NH:20][C:21]2[CH:26]=[CH:25][C:24]([O:27][C:28]([F:31])([F:30])[F:29])=[CH:23][CH:22]=2)=[O:19])[NH:68][N:67]=1, predict the reactants needed to synthesize it. The reactants are: [NH:1]1[CH2:5][CH2:4][CH2:3][CH2:2]1.C([O-])([O-])=O.[K+].[K+].Br[C:13]1[C:14](Cl)=[N:15][CH:16]=[C:17]([CH:32]=1)[C:18]([NH:20][C:21]1[CH:26]=[CH:25][C:24]([O:27][C:28]([F:31])([F:30])[F:29])=[CH:23][CH:22]=1)=[O:19].C([Sn](CCCC)(CCCC)C(OCC)=C)CCC.C(OCC)(=O)C(OCC)=O.C(O)(=O)C.O.[NH2:67][NH2:68].[C@H:69](O)([C:75]([O-])=O)[C@@H:70](O)[C:71]([O-])=[O:72].[Na+].[K+]. (2) Given the product [S:40]([C:37]1[CH:38]=[CH:39][C:34]([CH3:44])=[CH:35][CH:36]=1)([OH:43])(=[O:42])=[O:41].[O:17]=[C:12]1[CH2:13][CH2:14][C:15](=[O:16])[N:11]1[O:6][C:5](=[O:7])[CH2:4][CH:3]([N:2]([CH3:9])[CH3:1])[CH3:8], predict the reactants needed to synthesize it. The reactants are: [CH3:1][N:2]([CH3:9])[CH:3]([CH3:8])[CH2:4][C:5]([OH:7])=[O:6].O[N:11]1[C:15](=[O:16])[CH2:14][CH2:13][C:12]1=[O:17].C1(N=C=NC2CCCCC2)CCCCC1.O.[C:34]1([CH3:44])[CH:39]=[CH:38][C:37]([S:40]([OH:43])(=[O:42])=[O:41])=[CH:36][CH:35]=1. (3) Given the product [C:30]([O-:37])(=[O:29])[CH3:31].[CH2:30]([O:29][C:22]1[CH:21]=[C:20]([C:17]2[CH:16]=[CH:15][N+:14]([CH2:6][CH2:5][CH3:10])=[CH:19][CH:18]=2)[CH:25]=[CH:24][C:23]=1[N+:26]([O-:28])=[O:27])[CH3:31], predict the reactants needed to synthesize it. The reactants are: [Cl-].[N+]([C:5]1[CH:10]=C([N+]([O-])=O)C=C[C:6]=1[N+:14]1[CH:19]=[CH:18][C:17]([C:20]2[CH:25]=[CH:24][C:23]([N+:26]([O-:28])=[O:27])=[C:22]([O:29][CH2:30][CH3:31])[CH:21]=2)=[CH:16][CH:15]=1)([O-])=O.C(N)CC.C[OH:37]. (4) Given the product [NH2:28]/[C:24](/[CH3:25])=[CH:23]\[C:22]([NH:21][C:4]1[CH:5]=[CH:6][C:7]([N:8]([CH2:15][CH2:16][CH2:17][CH2:18][CH2:19][CH3:20])[CH2:9][CH2:10][CH2:11][CH2:12][CH2:13][CH3:14])=[C:2]([Cl:1])[CH:3]=1)=[O:27], predict the reactants needed to synthesize it. The reactants are: [Cl:1][C:2]1[CH:3]=[C:4]([NH:21][C:22](=[O:27])[CH2:23][C:24](=O)[CH3:25])[CH:5]=[CH:6][C:7]=1[N:8]([CH2:15][CH2:16][CH2:17][CH2:18][CH2:19][CH3:20])[CH2:9][CH2:10][CH2:11][CH2:12][CH2:13][CH3:14].[NH3:28]. (5) Given the product [Cl:46][C:45]1[CH:44]=[CH:43][C:26]([O:27][C:28]2[CH:29]=[CH:30][C:31]3[N:32]([CH:34]=[C:35]([NH:37][C:38]([CH:40]4[CH2:42][CH2:41]4)=[O:39])[N:36]=3)[N:33]=2)=[CH:25][C:24]=1[NH:23][C:8]([C:6]1[C:5]([CH3:11])=[N:4][N:3]([CH2:1][CH3:2])[CH:7]=1)=[O:10], predict the reactants needed to synthesize it. The reactants are: [CH2:1]([N:3]1[CH:7]=[C:6]([C:8]([OH:10])=O)[C:5]([CH3:11])=[N:4]1)[CH3:2].CN(C)C=O.C(Cl)(=O)C(Cl)=O.[NH2:23][C:24]1[CH:25]=[C:26]([CH:43]=[CH:44][C:45]=1[Cl:46])[O:27][C:28]1[CH:29]=[CH:30][C:31]2[N:32]([CH:34]=[C:35]([NH:37][C:38]([CH:40]3[CH2:42][CH2:41]3)=[O:39])[N:36]=2)[N:33]=1. (6) The reactants are: [CH3:1][NH:2][C:3]([C:5]1[CH:6]=[C:7]([O:11][C:12]2[CH:13]=[CH:14][C:15]([NH:18][C:19]([NH:21][C:22]3[CH:23]=[CH:24][C:25]([Cl:32])=[C:26]([C:28]([F:31])([F:30])[F:29])[CH:27]=3)=[O:20])=[CH:16][CH:17]=2)[CH:8]=[CH:9][N:10]=1)=[O:4].[C:33]1([CH3:43])[CH:38]=[CH:37][C:36]([S:39]([OH:42])(=[O:41])=[O:40])=[CH:35][CH:34]=1. Given the product [CH3:43][C:33]1[CH:38]=[CH:37][C:36]([S:39]([OH:42])(=[O:41])=[O:40])=[CH:35][CH:34]=1.[CH3:1][NH:2][C:3]([C:5]1[CH:6]=[C:7]([O:11][C:12]2[CH:17]=[CH:16][C:15]([NH:18][C:19]([NH:21][C:22]3[CH:23]=[CH:24][C:25]([Cl:32])=[C:26]([C:28]([F:31])([F:29])[F:30])[CH:27]=3)=[O:20])=[CH:14][CH:13]=2)[CH:8]=[CH:9][N:10]=1)=[O:4], predict the reactants needed to synthesize it.